Task: Predict which catalyst facilitates the given reaction.. Dataset: Catalyst prediction with 721,799 reactions and 888 catalyst types from USPTO (1) Reactant: COC1C=C(OC)C=C[C:4]=1[CH2:5][N:6]1[C:11](=[O:12])[C:10]2[CH:13]=[C:14]([CH2:16][CH3:17])[S:15][C:9]=2[NH:8][C:7]1=[O:18].O[CH2:26][C:27]1[CH:32]=[CH:31][C:30]([C:33]2[C:34]([C:40]#[N:41])=[C:35]([F:39])[CH:36]=[CH:37][CH:38]=2)=[CH:29][CH:28]=1.N(C(N1CCCCC1)=O)=NC(N1CCCCC1)=[O:45].[CH2:69](P([CH2:69][CH2:70][CH2:71][CH3:72])[CH2:69][CH2:70][CH2:71][CH3:72])[CH2:70][CH2:71][CH3:72].[C:73]([O:76][CH2:77][CH3:78])(=O)C. The catalyst class is: 7. Product: [CH2:16]([C:14]1[S:15][C:9]2[N:8]([CH2:26][C:27]3[CH:32]=[CH:31][C:30]([C:33]4[C:34]([C:40]#[N:41])=[C:35]([F:39])[CH:36]=[CH:37][CH:38]=4)=[CH:29][CH:28]=3)[C:7](=[O:18])[N:6]([CH2:5][C:4]([C:70]3[CH:69]=[CH:78][C:77]([O:76][CH3:73])=[CH:72][CH:71]=3)=[O:45])[C:11](=[O:12])[C:10]=2[CH:13]=1)[CH3:17]. (2) Reactant: CCOCC.O[CH:7]([CH2:17][C:18]([CH2:21][Si](C)(C)C)=[C:19]=[CH2:20])[CH2:8][CH:9]1[CH2:15][CH2:14][CH2:13][CH2:12][CH2:11][C:10]1=[O:16].[Si](OS(C(F)(F)F)(=O)=O)(C)(C)C.O. Product: [CH2:21]=[C:18]1[C:19](=[CH2:20])[C:10]23[O:16][CH:7]([CH2:8][CH:9]2[CH2:15][CH2:14][CH2:13][CH2:12][CH2:11]3)[CH2:17]1. The catalyst class is: 25. (3) Reactant: [Na].[C:2]([O:9][CH2:10][CH3:11])(=[O:8])[C:3]([O:5]CC)=O.[C:12]([CH2:14][C:15]([O:17][CH2:18][CH3:19])=[O:16])#[N:13]. Product: [C:12]([C:14](=[C:3]([OH:5])[C:2]([O:9][CH2:10][CH3:11])=[O:8])[C:15]([O:17][CH2:18][CH3:19])=[O:16])#[N:13]. The catalyst class is: 8. (4) Reactant: [Cl:1][C:2]1[CH:3]=[CH:4][C:5]([NH:8][C:9](=[O:29])[C:10]2[CH:15]=[C:14](I)[CH:13]=[CH:12][C:11]=2[NH:17][C:18]([CH:20]2[CH2:25][CH2:24][N:23]([CH:26]([CH3:28])[CH3:27])[CH2:22][CH2:21]2)=[O:19])=[N:6][CH:7]=1.C(N(CC)CC)C.[CH3:37][OH:38].CN(C)[CH:41]=[O:42]. Product: [Cl:1][C:2]1[CH:3]=[CH:4][C:5]([NH:8][C:9](=[O:29])[C:10]2[CH:15]=[C:14]([C:37]([O:42][CH3:41])=[O:38])[CH:13]=[CH:12][C:11]=2[NH:17][C:18]([CH:20]2[CH2:25][CH2:24][N:23]([CH:26]([CH3:28])[CH3:27])[CH2:22][CH2:21]2)=[O:19])=[N:6][CH:7]=1. The catalyst class is: 235. (5) Reactant: [NH:1]1[CH:5]=[C:4]([N:6]2[C:14](=[O:15])[C:13]3[C:8](=[CH:9][CH:10]=[CH:11][CH:12]=3)[C:7]2=[O:16])[CH:3]=[N:2]1.Cl[CH2:18][C:19]1[C:20]([CH3:25])=[N:21][O:22][C:23]=1[CH3:24].C(=O)([O-])[O-].[Cs+].[Cs+]. Product: [CH3:25][C:20]1[C:19]([CH2:18][N:1]2[CH:5]=[C:4]([N:6]3[C:14](=[O:15])[C:13]4[C:8](=[CH:9][CH:10]=[CH:11][CH:12]=4)[C:7]3=[O:16])[CH:3]=[N:2]2)=[C:23]([CH3:24])[O:22][N:21]=1. The catalyst class is: 18. (6) Reactant: [F:1][C:2]([F:23])([C:6]([F:22])([F:21])[C:7]1[N:11]=[C:10]([C:12]2[CH:17]=[CH:16][C:15]([N+:18]([O-])=O)=[CH:14][CH:13]=2)[NH:9][N:8]=1)[C:3]([OH:5])=[O:4].C([O-])=O.[NH4+]. Product: [NH2:18][C:15]1[CH:14]=[CH:13][C:12]([C:10]2[NH:9][N:8]=[C:7]([C:6]([F:22])([F:21])[C:2]([F:23])([F:1])[C:3]([OH:5])=[O:4])[N:11]=2)=[CH:17][CH:16]=1. The catalyst class is: 19. (7) Reactant: [N:1]([CH:4]([C:6]1[C:15]([C:16]2[CH:21]=[C:20]([F:22])[CH:19]=[C:18]([F:23])[CH:17]=2)=[C:14]2[C:9]([CH:10]=[CH:11][CH:12]=[N:13]2)=[CH:8][CH:7]=1)[CH3:5])=[N+]=[N-].CP(C)C.C(OCC)(=O)C. Product: [F:22][C:20]1[CH:21]=[C:16]([C:15]2[C:6]([CH:4]([NH2:1])[CH3:5])=[CH:7][CH:8]=[C:9]3[C:14]=2[N:13]=[CH:12][CH:11]=[CH:10]3)[CH:17]=[C:18]([F:23])[CH:19]=1. The catalyst class is: 30. (8) Product: [Br:1][C:2]1[CH:10]=[CH:9][C:8]([F:11])=[C:7]2[C:3]=1[CH2:4][CH2:5][C@H:6]2[O:12][C:13]1[CH:14]=[CH:15][C:16]2[C:17]([CH2:18][C:19]([OH:31])=[O:23])=[CH:24][O:20][C:21]=2[CH:22]=1. The catalyst class is: 88. Reactant: [Br:1][C:2]1[CH:10]=[CH:9][C:8]([F:11])=[C:7]2[C:3]=1[CH2:4][CH2:5][C@H:6]2[O:12][C:13]1[CH:22]=[C:21]2[C:16]([C:17]([CH2:24]Cl)=[CH:18][C:19](=[O:23])[O:20]2)=[CH:15][CH:14]=1.BrC1C(C)=CC([O:31]CCC(C)(O)C)=CC=1C.[OH-].[Na+].Cl.